Dataset: Forward reaction prediction with 1.9M reactions from USPTO patents (1976-2016). Task: Predict the product of the given reaction. (1) Given the reactants [O:1]=[C:2]([CH2:6][CH3:7])[CH2:3][C:4]#[N:5].[CH2:8](O)[CH2:9][OH:10].C1(C)C=CC(S(O)(=O)=O)=CC=1, predict the reaction product. The product is: [CH2:6]([C:2]1([CH2:3][C:4]#[N:5])[O:10][CH2:9][CH2:8][O:1]1)[CH3:7]. (2) Given the reactants [NH2:1][NH:2][C:3]([C:5]1[CH:10]=[CH:9][CH:8]=[C:7]([CH3:11])[N:6]=1)=[NH:4].[F:12][C:13]1[CH:20]=[CH:19][CH:18]=[CH:17][C:14]=1[CH:15]=O, predict the reaction product. The product is: [F:12][C:13]1[CH:20]=[CH:19][CH:18]=[CH:17][C:14]=1[C:15]1[NH:1][N:2]=[C:3]([C:5]2[CH:10]=[CH:9][CH:8]=[C:7]([CH3:11])[N:6]=2)[N:4]=1. (3) Given the reactants [F:1][C:2]([F:14])([CH3:13])[CH2:3][CH2:4][CH2:5][CH2:6][N:7]1[CH:11]=[CH:10][C:9]([NH2:12])=[N:8]1.[Cl:15][C:16]1[C:21]([Cl:22])=[CH:20][CH:19]=[CH:18][C:17]=1/[CH:23]=[CH:24]/[C:25](O)=[O:26], predict the reaction product. The product is: [Cl:15][C:16]1[C:21]([Cl:22])=[CH:20][CH:19]=[CH:18][C:17]=1/[CH:23]=[CH:24]/[C:25]([NH:12][C:9]1[CH:10]=[CH:11][N:7]([CH2:6][CH2:5][CH2:4][CH2:3][C:2]([F:1])([F:14])[CH3:13])[N:8]=1)=[O:26]. (4) The product is: [CH2:1]([C:3]1[CH:8]=[C:7]([CH3:9])[CH:6]=[C:5]([CH2:10][CH3:11])[C:4]=1[C:12](=[O:17])[C:13]([NH:15][N:16]=[CH:18][C:19]1[CH:24]=[CH:23][CH:22]=[CH:21][CH:20]=1)=[O:14])[CH3:2]. Given the reactants [CH2:1]([C:3]1[CH:8]=[C:7]([CH3:9])[CH:6]=[C:5]([CH2:10][CH3:11])[C:4]=1[C:12](=[O:17])[C:13]([NH:15][NH2:16])=[O:14])[CH3:2].[CH:18](=O)[C:19]1[CH:24]=[CH:23][CH:22]=[CH:21][CH:20]=1, predict the reaction product. (5) Given the reactants Cl[C:2]1[C:7]([C:8]([O:10][CH2:11][CH3:12])=[O:9])=[CH:6][N:5]=[C:4]([S:13][CH3:14])[N:3]=1.[CH3:15][NH2:16], predict the reaction product. The product is: [CH3:15][NH:16][C:2]1[C:7]([C:8]([O:10][CH2:11][CH3:12])=[O:9])=[CH:6][N:5]=[C:4]([S:13][CH3:14])[N:3]=1. (6) Given the reactants [Cl:1][C:2]1[CH:3]=[C:4]([CH2:9]O)[CH:5]=[N:6][C:7]=1[Cl:8].C(Br)(Br)(Br)[Br:12].C1(P(C2C=CC=CC=2)CCCP(C2C=CC=CC=2)C2C=CC=CC=2)C=CC=CC=1, predict the reaction product. The product is: [Cl:1][C:2]1[CH:3]=[C:4]([CH2:9][Br:12])[CH:5]=[N:6][C:7]=1[Cl:8]. (7) Given the reactants [C:1]1([O:11][CH3:12])[C:2](=[CH:4][CH:5]=[C:6]([CH:10]=1)[CH2:7][CH:8]=[CH2:9])[OH:3].[OH-].[Na+].C=O.[C:17](OCC)(=[O:19])C, predict the reaction product. The product is: [CH2:7]([C:6]1[CH:10]=[C:1]([O:11][CH3:12])[C:2]([OH:3])=[C:4]([CH2:17][OH:19])[CH:5]=1)[CH:8]=[CH2:9]. (8) Given the reactants [OH:1][C:2]1[CH:11]=[CH:10][C:9]([N+:12]([O-:14])=[O:13])=[CH:8][C:3]=1[C:4]([O:6][CH3:7])=[O:5].[Cl:15][C:16]1[CH:21]=[CH:20][C:19]([CH:22]([C:24]2[CH:29]=[CH:28][C:27]([C:30]([F:33])([F:32])[F:31])=[CH:26][CH:25]=2)O)=[CH:18][CH:17]=1.C1(C)C=CC=CC=1.C1(P(C2C=CC=CC=2)C2C=CC=CC=2)C=CC=CC=1, predict the reaction product. The product is: [Cl:15][C:16]1[CH:17]=[CH:18][C:19]([CH:22]([C:24]2[CH:29]=[CH:28][C:27]([C:30]([F:31])([F:32])[F:33])=[CH:26][CH:25]=2)[O:1][C:2]2[CH:11]=[CH:10][C:9]([N+:12]([O-:14])=[O:13])=[CH:8][C:3]=2[C:4]([O:6][CH3:7])=[O:5])=[CH:20][CH:21]=1. (9) Given the reactants COC(C1C=C(O)C2C(=C(OCC3C=CC=CC=3)C=C(C#CCOCC3C=CC=CC=3)C=2)N=1)=O.[CH3:35][O:36][C:37]([C:39]1[CH:48]=[C:47]([C:49]#[C:50][CH2:51][CH2:52][CH2:53][CH3:54])[C:46]2[C:41](=[C:42]([O:55][CH2:56][C:57]3[CH:62]=[CH:61][CH:60]=[CH:59][CH:58]=3)[CH:43]=[CH:44][CH:45]=2)[N:40]=1)=[O:38], predict the reaction product. The product is: [CH3:35][O:36][C:37]([C:39]1[CH:48]=[C:47]([CH2:49][CH2:50][CH2:51][CH2:52][CH2:53][CH3:54])[C:46]2[C:41](=[C:42]([O:55][CH2:56][C:57]3[CH:58]=[CH:59][CH:60]=[CH:61][CH:62]=3)[CH:43]=[CH:44][CH:45]=2)[N:40]=1)=[O:38]. (10) Given the reactants [NH2:1][C:2]1[N:6]([CH3:7])[C:5](=[O:8])[C:4]([C:19]2[CH:24]=[CH:23][CH:22]=[C:21](Br)[CH:20]=2)([C:9]2[CH:14]=[CH:13][C:12]([Si:15]([CH3:18])([CH3:17])[CH3:16])=[CH:11][CH:10]=2)[N:3]=1.C([O-])(=O)C.[K+].B1(B2OC(C)(C)C(C)(C)O2)OC(C)(C)C(C)(C)O1.Br[C:50]1[CH:51]=[N:52][C:53]([F:56])=[N:54][CH:55]=1, predict the reaction product. The product is: [NH2:1][C:2]1[N:6]([CH3:7])[C:5](=[O:8])[C:4]([C:19]2[CH:24]=[CH:23][CH:22]=[C:21]([C:50]3[CH:51]=[N:52][C:53]([F:56])=[N:54][CH:55]=3)[CH:20]=2)([C:9]2[CH:14]=[CH:13][C:12]([Si:15]([CH3:18])([CH3:17])[CH3:16])=[CH:11][CH:10]=2)[N:3]=1.